From a dataset of Peptide-MHC class I binding affinity with 185,985 pairs from IEDB/IMGT. Regression. Given a peptide amino acid sequence and an MHC pseudo amino acid sequence, predict their binding affinity value. This is MHC class I binding data. (1) The peptide sequence is GLHTEFQTV. The MHC is HLA-A02:01 with pseudo-sequence HLA-A02:01. The binding affinity (normalized) is 0.551. (2) The peptide sequence is FRKAQIQGL. The MHC is HLA-A02:01 with pseudo-sequence HLA-A02:01. The binding affinity (normalized) is 0. (3) The peptide sequence is PLTFGWCYKL. The MHC is HLA-A68:02 with pseudo-sequence HLA-A68:02. The binding affinity (normalized) is 0.0742. (4) The peptide sequence is QHAWPLPPL. The MHC is HLA-B51:01 with pseudo-sequence HLA-B51:01. The binding affinity (normalized) is 0.0847. (5) The peptide sequence is ALIFILLTA. The MHC is HLA-A02:03 with pseudo-sequence HLA-A02:03. The binding affinity (normalized) is 0.782. (6) The MHC is Mamu-B52 with pseudo-sequence Mamu-B52. The peptide sequence is YIYKVLPQGW. The binding affinity (normalized) is 0.223. (7) The peptide sequence is TRAPAPFPL. The binding affinity (normalized) is 0.0847. The MHC is HLA-A25:01 with pseudo-sequence HLA-A25:01.